Task: Predict which catalyst facilitates the given reaction.. Dataset: Catalyst prediction with 721,799 reactions and 888 catalyst types from USPTO Reactant: [C:1]1([S:7](Cl)(=[O:9])=[O:8])[CH:6]=[CH:5][CH:4]=[CH:3][CH:2]=1.[Br:11][C:12]1[CH:13]=[C:14]([CH2:18][CH2:19][NH2:20])[CH:15]=[CH:16][CH:17]=1.C(N(CC)C(C)C)(C)C. Product: [Br:11][C:12]1[CH:13]=[C:14]([CH2:18][CH2:19][NH:20][S:7]([C:1]2[CH:6]=[CH:5][CH:4]=[CH:3][CH:2]=2)(=[O:9])=[O:8])[CH:15]=[CH:16][CH:17]=1. The catalyst class is: 4.